From a dataset of Forward reaction prediction with 1.9M reactions from USPTO patents (1976-2016). Predict the product of the given reaction. (1) Given the reactants Cl[C:2]1[CH:7]=[CH:6][N:5]=[C:4]2[NH:8][CH:9]=[CH:10][C:3]=12.[CH3:11][C:12]1[CH:17]=[C:16]([CH3:18])[CH:15]=[CH:14][C:13]=1B(O)O.[F-].[K+], predict the reaction product. The product is: [CH3:11][C:12]1[CH:17]=[C:16]([CH3:18])[CH:15]=[CH:14][C:13]=1[C:2]1[CH:7]=[CH:6][N:5]=[C:4]2[NH:8][CH:9]=[CH:10][C:3]=12. (2) The product is: [CH2:11]([N:31]1[CH2:36][CH2:35][N:34]([CH2:16][CH:17]([OH:18])[C:55]2[C:56]3[C:51](=[CH:52][CH:59]=[C:58]([O:65][CH3:64])[CH:57]=3)[N:50]=[CH:53][CH:54]=2)[CH2:33][C@@H:32]1[CH2:37][OH:39])[CH2:1][CH2:7][CH2:6][CH2:5][CH2:8][CH3:10]. Given the reactants [C@@:1]12([CH2:11]S(O)(=O)=O)[C:8]([CH3:10])(C)[CH:5]([CH2:6][CH2:7]1)CC2=O.[C@@:16]12(CS(O)(=O)=O)C(C)(C)C(CC1)C[C:17]2=[O:18].[NH:31]1[CH2:36][CH2:35][NH:34][CH2:33][C@@H:32]1[C:37]([OH:39])=O.C(OC(N1[CH2:52][CH2:51][N:50]([CH2:53][CH2:54][CH2:55][CH2:56][CH2:57][CH2:58][CH3:59])[C@@H](CO)C1)=O)(C)(C)C.FC(F)(F)[C:64](O)=[O:65], predict the reaction product.